Dataset: Experimentally validated miRNA-target interactions with 360,000+ pairs, plus equal number of negative samples. Task: Binary Classification. Given a miRNA mature sequence and a target amino acid sequence, predict their likelihood of interaction. (1) The miRNA is hsa-miR-1260b with sequence AUCCCACCACUGCCACCAU. The protein sequence of the target gene is MTTAGRGNLGLIPRSTAFQKQEGRLTVKQEPANQTWGQGSSLQKNYPPVCEIFRLHFRQLCYHEMSGPQEALSRLRELCRWWLMPEVHTKEQILELLVLEQFLSILPGELRTWVQLHHPESGEEAVAVVEDFQRHLSGSEEVSAPAQKQEMHFEETTALGTTKESPPTSPLSGGSAPGAHLEPPYDPGTHHLPSGDFAQCTSPVPTLPQVGNSGDQAGATVLRMVRPQDTVAYEDLSVDYTQKKWKSLTLSQRALQWNMMPENHHSMASLAGENMMKGSELTPKQEFFKGSESSNRTSGG.... Result: 0 (no interaction). (2) The miRNA is hsa-miR-508-3p with sequence UGAUUGUAGCCUUUUGGAGUAGA. The protein sequence of the target gene is MFAGLQDLGVANGEDLKETLTNCTEPLKAIEQFQTENGVLLPSLQSALPFLDLHGTPRLEFHQSVFDELRDKLLERVSAIASEGKAEERYKKLEDLLEKSFSLVKMPSLQPVVMCVMKHLPKVPEKKLKLVMADKELYRACAVEVKRQIWQDNQALFGDEVSPLLKQYILEKESALFSTELSVLHNFFSPSPKTRRQGEVVQKLTQMVGKNVKLYDMVLQFLRTLFLRTRNVHYCTLRAELLMSLHDLDVSDICTVDPCHKFTWCLDACIRERFVDSKRARELQGFLDGVKKGQEQVLGD.... Result: 0 (no interaction). (3) Result: 0 (no interaction). The miRNA is hsa-miR-922 with sequence GCAGCAGAGAAUAGGACUACGUC. The protein sequence of the target gene is MAGILFEDIFDVKDIDPEGKKFDRVSRLHCESESFKMDLILDVNIQIYPVDLGDKFRLVIASTLYEDGTLDDGEYNPTDDRPSRADQFEYVMYGKVYRIEGDETSTEAATRLSAYVSYGGLLMRLQGDANNLHGFEVDSRVYLLMKKLAF. (4) The miRNA is hsa-miR-222-3p with sequence AGCUACAUCUGGCUACUGGGU. The protein sequence of the target gene is MIMNKMKNFKRRFSLSVPRTETIEESLAEFTEQFNQLHNRRNENLQLGPLGRDPPQECSTFSPTDSGEEPGQLSPGVQFQRRQNQRRFSMEDVSKRLSLPMDIRLPQEFLQKLQMESPDLPKPLSRMSRRASLSDIGFGKLETYVKLDKLGEGTYATVFKGRSKLTENLVALKEIRLEHEEGAPCTAIREVSLLKNLKHANIVTLHDLIHTDRSLTLVFEYLDSDLKQYLDHCGNLMSMHNVKIFMFQLLRGLAYCHHRKILHRDLKPQNLLINERGELKLADFGLARAKSVPTKTYSNE.... Result: 1 (interaction).